From a dataset of Catalyst prediction with 721,799 reactions and 888 catalyst types from USPTO. Predict which catalyst facilitates the given reaction. Reactant: [CH2:1]([O:3][C:4](=[O:12])[CH:5]([C:10]#[N:11])[NH:6][C:7](=O)[CH3:8])[CH3:2].COC1C=CC(P2(=S)SP(=S)(C3C=CC(OC)=CC=3)[S:22]2)=CC=1. Product: [CH2:1]([O:3][C:4]([C:5]1[N:6]=[C:7]([CH3:8])[S:22][C:10]=1[NH2:11])=[O:12])[CH3:2]. The catalyst class is: 11.